Predict the product of the given reaction. From a dataset of Forward reaction prediction with 1.9M reactions from USPTO patents (1976-2016). Given the reactants [CH2:1]([O:8][C:9]1[C:14]2[N:15]([CH3:18])[CH:16]=[N:17][C:13]=2[CH:12]=[C:11](Cl)[N:10]=1)[C:2]1[CH:7]=[CH:6][CH:5]=[CH:4][CH:3]=1.[C:20]([O-:23])([O-])=O.[K+].[K+].COOB([C:33]1[CH:38]=[CH:37][CH:36]=[CH:35][CH:34]=1)OOC.[C:39]([O-])(O)=[O:40].[Na+], predict the reaction product. The product is: [CH2:1]([O:8][C:9]1[C:14]2[N:15]([CH3:18])[CH:16]=[N:17][C:13]=2[CH:12]=[C:11]([C:36]2[CH:35]=[CH:34][C:33]([O:40][CH3:39])=[C:38]([O:23][CH3:20])[CH:37]=2)[N:10]=1)[C:2]1[CH:7]=[CH:6][CH:5]=[CH:4][CH:3]=1.